From a dataset of Full USPTO retrosynthesis dataset with 1.9M reactions from patents (1976-2016). Predict the reactants needed to synthesize the given product. (1) Given the product [C:17]([C:16]1[C:11]([C:8]2[CH:9]=[CH:10][C:5]([C:2]([CH3:4])([N:1]3[CH2:37][CH2:36][CH2:35][CH2:34]3)[CH3:3])=[CH:6][CH:7]=2)=[N:12][C:13]([NH:19][C:20]2[CH:21]=[CH:22][C:23]([F:26])=[CH:24][CH:25]=2)=[N:14][CH:15]=1)#[N:18], predict the reactants needed to synthesize it. The reactants are: [NH2:1][C:2]([C:5]1[CH:10]=[CH:9][C:8]([C:11]2[C:16]([C:17]#[N:18])=[CH:15][N:14]=[C:13]([NH:19][C:20]3[CH:25]=[CH:24][C:23]([F:26])=[CH:22][CH:21]=3)[N:12]=2)=[CH:7][CH:6]=1)([CH3:4])[CH3:3].C(=O)([O-])[O-].[K+].[K+].Br[CH2:34][CH2:35][CH2:36][CH2:37]Br. (2) Given the product [CH2:15]([O:14][C:12](=[O:13])[C@H:10]([CH3:11])[CH2:9][C@H:8]([NH:17][C:18]([C:20]1[S:24][C:23]([C:25](=[O:27])[NH2:37])=[CH:22][CH:21]=1)=[O:19])[CH2:7][C:4]1[CH:3]=[CH:2][C:1]([C:28]2[CH:33]=[CH:32][CH:31]=[CH:30][CH:29]=2)=[CH:6][CH:5]=1)[CH3:16], predict the reactants needed to synthesize it. The reactants are: [C:1]1([C:28]2[CH:33]=[CH:32][CH:31]=[CH:30][CH:29]=2)[CH:6]=[CH:5][C:4]([CH2:7][C@@H:8]([NH:17][C:18]([C:20]2[S:24][C:23]([C:25]([OH:27])=O)=[CH:22][CH:21]=2)=[O:19])[CH2:9][C@H:10]([C:12]([O:14][CH2:15][CH3:16])=[O:13])[CH3:11])=[CH:3][CH:2]=1.C([N:37](C(C)C)CC)(C)C.ClC(OCC(C)C)=O.[OH-].[NH4+].Cl. (3) Given the product [NH2:2][C:3]1[C:4]2[C:14]([O:15][CH2:16][C:17]([NH:20][C:30]([C:27]3[CH:28]=[CH:29][N:24]4[CH:23]=[CH:22][N:21]=[C:25]4[CH:26]=3)=[O:31])([CH3:18])[CH3:19])=[CH:13][CH:12]=[CH:11][C:5]=2[NH:6][S:7](=[O:10])(=[O:9])[N:8]=1, predict the reactants needed to synthesize it. The reactants are: Cl.[NH2:2][C:3]1[C:4]2[C:14]([O:15][CH2:16][C:17]([NH2:20])([CH3:19])[CH3:18])=[CH:13][CH:12]=[CH:11][C:5]=2[NH:6][S:7](=[O:10])(=[O:9])[N:8]=1.[N:21]1[CH:22]=[CH:23][N:24]2[CH:29]=[CH:28][C:27]([C:30](O)=[O:31])=[CH:26][C:25]=12. (4) Given the product [CH3:15][C:14]1([CH3:16])[C:8]2[C:7](=[CH:6][C:5]([NH:4][C:1](=[O:3])[CH3:2])=[CH:10][CH:9]=2)[NH:11][C:12](=[O:17])[CH2:13]1, predict the reactants needed to synthesize it. The reactants are: [C:1]([NH:4][C:5]1[CH:6]=[C:7]([NH:11][C:12](=[O:17])[CH:13]=[C:14]([CH3:16])[CH3:15])[CH:8]=[CH:9][CH:10]=1)(=[O:3])[CH3:2].CC1(C)C2C(=CC([N+]([O-])=O)=CC=2)NC1.[Al+3].[Cl-].[Cl-].[Cl-]. (5) Given the product [CH3:36][S:37][C:38]1[NH:40][C:20](=[O:22])[C:19]([O:18][CH2:11][C:12]2[CH:17]=[CH:16][CH:15]=[CH:14][CH:13]=2)=[C:2]([C:1]([O:8][CH2:9][CH3:10])=[O:7])[N:39]=1, predict the reactants needed to synthesize it. The reactants are: [C:1]([O:8][CH2:9][CH3:10])(=[O:7])[C:2](OCC)=O.[CH2:11]([O:18][CH2:19][C:20]([O:22]CC)=O)[C:12]1[CH:17]=[CH:16][CH:15]=[CH:14][CH:13]=1.[H-].[Na+].[O-]CC.[Na+].S(O)(O)(=O)=O.[CH3:36][S:37][C:38](=[NH:40])[NH2:39]. (6) Given the product [CH2:19]([O:1][CH:2]([C:9]1[O:13][N:12]=[C:11]([C:14]([OH:16])=[O:15])[CH:10]=1)[C:3]1[CH:4]=[CH:5][CH:6]=[CH:7][CH:8]=1)[C:20]1[CH:25]=[CH:24][CH:23]=[CH:22][CH:21]=1, predict the reactants needed to synthesize it. The reactants are: [OH:1][CH:2]([C:9]1[O:13][N:12]=[C:11]([C:14]([O:16]CC)=[O:15])[CH:10]=1)[C:3]1[CH:8]=[CH:7][CH:6]=[CH:5][CH:4]=1.[CH2:19](Br)[C:20]1[CH:25]=[CH:24][CH:23]=[CH:22][CH:21]=1.[H-].[Na+].Cl.[OH-].[K+]. (7) Given the product [NH:5]1[C:9]2=[N:10][CH:11]=[CH:12][CH:13]=[C:8]2[C:7]([C:14](=[O:19])[C:15]#[C:16][CH2:17][CH3:18])=[CH:6]1, predict the reactants needed to synthesize it. The reactants are: [Cl-].[Cl-].[Cl-].[Al+3].[NH:5]1[C:9]2=[N:10][CH:11]=[CH:12][CH:13]=[C:8]2[CH:7]=[CH:6]1.[C:14](Cl)(=[O:19])[C:15]#[C:16][CH2:17][CH3:18].C(=O)([O-])O.[Na+].